Task: Predict which catalyst facilitates the given reaction.. Dataset: Catalyst prediction with 721,799 reactions and 888 catalyst types from USPTO (1) Reactant: [Br:1][C:2]1[C:3]([CH3:21])=[N:4][N:5]([CH2:14][C:15](N(OC)C)=[O:16])[C:6]=1[C:7]1[CH:12]=[CH:11][C:10]([F:13])=[CH:9][CH:8]=1.C[Mg+].[Br-].[C:25](OCC)(=O)C.Cl. Product: [Br:1][C:2]1[C:3]([CH3:21])=[N:4][N:5]([CH2:14][C:15](=[O:16])[CH3:25])[C:6]=1[C:7]1[CH:12]=[CH:11][C:10]([F:13])=[CH:9][CH:8]=1. The catalyst class is: 7. (2) Reactant: [OH:1][C:2]1[CH:9]=[CH:8][C:5]([C:6]#[N:7])=[CH:4][C:3]=1[C:10]1[CH:15]=[CH:14][N:13]=[CH:12][CH:11]=1.[F:16][C:17]([F:30])([F:29])[S:18](O[S:18]([C:17]([F:30])([F:29])[F:16])(=[O:20])=[O:19])(=[O:20])=[O:19]. Product: [F:16][C:17]([F:30])([F:29])[S:18]([O:1][C:2]1[CH:9]=[CH:8][C:5]([C:6]#[N:7])=[CH:4][C:3]=1[C:10]1[CH:15]=[CH:14][N:13]=[CH:12][CH:11]=1)(=[O:20])=[O:19]. The catalyst class is: 17. (3) Reactant: [N+:1]([C:4]1[CH:5]=[C:6]([CH2:10][C:11]([NH:13][C@H:14]([C:16]([OH:18])=O)[CH3:15])=[O:12])[CH:7]=[CH:8][CH:9]=1)([O-:3])=[O:2].[CH2:19]([O:21][C:22](=[O:33])[C@H:23]([CH2:25][C:26]1[CH:31]=[CH:30][C:29]([OH:32])=[CH:28][CH:27]=1)[NH2:24])[CH3:20]. Product: [CH2:19]([O:21][C:22](=[O:33])[C@H:23]([CH2:25][C:26]1[CH:27]=[CH:28][C:29]([OH:32])=[CH:30][CH:31]=1)[NH:24][C:16](=[O:18])[C@H:14]([CH3:15])[NH:13][C:11](=[O:12])[CH2:10][C:6]1[CH:7]=[CH:8][CH:9]=[C:4]([N+:1]([O-:3])=[O:2])[CH:5]=1)[CH3:20]. The catalyst class is: 25. (4) Reactant: [O:1]=[C:2]1[C:6]2[CH:7]=[CH:8][C:9]([O:11][CH2:12][C:13]([O:15]C(C)(C)C)=[O:14])=[CH:10][C:5]=2[CH2:4][O:3]1. Product: [O:1]=[C:2]1[C:6]2[CH:7]=[CH:8][C:9]([O:11][CH2:12][C:13]([OH:15])=[O:14])=[CH:10][C:5]=2[CH2:4][O:3]1. The catalyst class is: 617. (5) Reactant: [CH3:1][C:2]1[C:3](=[O:25])[CH2:4][CH2:5][C:6]2([C:19]3[CH:24]=[CH:23][CH:22]=[CH:21][CH:20]=3)[C:11]=1[CH2:10][CH2:9][CH2:8][CH:7]2[O:12]C1CCCCO1. Product: [OH:12][CH:7]1[CH2:8][CH2:9][CH2:10][CH:11]2[C:6]1([C:19]1[CH:20]=[CH:21][CH:22]=[CH:23][CH:24]=1)[CH2:5][CH2:4][C:3](=[O:25])[CH:2]2[CH3:1]. The catalyst class is: 29. (6) Reactant: [C:1]1([C:10]2[CH:15]=[CH:14][CH:13]=[CH:12][CH:11]=2)[CH:6]=[CH:5][CH:4]=[C:3]([C:7](O)=[O:8])[CH:2]=1.[H-].[H-].[H-].[H-].[Li+].[Al+3].O.[OH-].[Na+]. Product: [C:1]1([C:10]2[CH:15]=[CH:14][CH:13]=[CH:12][CH:11]=2)[CH:6]=[CH:5][CH:4]=[C:3]([CH2:7][OH:8])[CH:2]=1. The catalyst class is: 1.